From a dataset of Forward reaction prediction with 1.9M reactions from USPTO patents (1976-2016). Predict the product of the given reaction. (1) Given the reactants [CH3:1][N:2]1[C:10]2[C@@:9]3([CH3:14])[C:11]([CH3:13])([CH3:12])[C@H:6]([CH2:7][CH2:8]3)[C:5]=2[C:4](=[O:15])[NH:3]1.[CH3:16][O:17][C:18]1[CH:19]=[C:20]([CH:23]=[CH:24][CH:25]=1)[CH2:21]Br, predict the reaction product. The product is: [CH3:16][O:17][C:18]1[CH:19]=[C:20]([CH:23]=[CH:24][CH:25]=1)[CH2:21][N:3]1[C:4](=[O:15])[C:5]2[C@@H:6]3[C:11]([CH3:12])([CH3:13])[C@@:9]([CH3:14])([CH2:8][CH2:7]3)[C:10]=2[N:2]1[CH3:1]. (2) Given the reactants [CH3:1][C:2]1[NH:3][C:4]2[C:9]([CH:10]=1)=[C:8]([C:11]([F:14])([F:13])[F:12])[C:7]([C:15]#[N:16])=[CH:6][CH:5]=2.Cl[CH2:18][C:19]1[N:23]=[C:22]([C:24]2[C:25]([CH3:30])=[N:26][O:27][C:28]=2[CH3:29])[O:21][N:20]=1, predict the reaction product. The product is: [CH3:30][C:25]1[C:24]([C:22]2[O:21][N:20]=[C:19]([CH2:18][N:3]3[C:4]4[C:9](=[C:8]([C:11]([F:12])([F:14])[F:13])[C:7]([C:15]#[N:16])=[CH:6][CH:5]=4)[CH:10]=[C:2]3[CH3:1])[N:23]=2)=[C:28]([CH3:29])[O:27][N:26]=1. (3) The product is: [CH2:28]([C@:15]12[CH2:10][CH2:11][C@:12]([C:38]([F:41])([F:40])[F:39])([OH:35])[CH:13]=[C:14]1[CH2:27][CH2:26][CH2:25][C:17]1[C:16]2=[CH:24][C:23]2[CH:22]=[N:21][N:20]([C:57]3[CH:58]=[CH:59][C:60]([F:1])=[CH:67][CH:65]=3)[C:19]=2[CH:18]=1)[CH3:29].[CH2:28]([C@@:15]12[CH2:10][CH2:11][C@@:12]([C:38]([F:41])([F:40])[F:39])([OH:35])[CH:13]=[C:14]1[CH2:27][CH2:26][CH2:25][C:17]1[C:16]2=[CH:24][C:23]2[CH:22]=[N:21][N:20]([C:67]3[CH:65]=[CH:47][C:46]([F:1])=[CH:45][CH:44]=3)[C:19]=2[CH:18]=1)[CH3:29]. Given the reactants [F-:1].[Cs+].FC1C=CC([CH:10]2[C:15]3([CH2:28][C:29]4C=CC=CN=4)[C:16]4[CH:24]=[C:23]5[C:19]([NH:20][N:21]=[CH:22]5)=[CH:18][C:17]=4[CH2:25][CH2:26][CH2:27][C:14]3=[CH:13][C:12](=[O:35])[CH2:11]2)=CC=1.C[Si](C)(C)[C:38]([F:41])([F:40])[F:39].[CH3:44][CH2:45][CH2:46][CH2:47][N+]([CH2:57][CH2:58][CH2:59][CH3:60])([CH2:57][CH2:58][CH2:59][CH3:60])[CH2:44][CH2:45][CH2:46][CH3:47].[F-].CCO[C:65]([CH3:67])=O, predict the reaction product. (4) The product is: [C:12]([C:9]1[CH:10]=[CH:11][C:6]([C:3]2([O:2][CH3:1])[CH2:4][CH2:5]2)=[CH:7][CH:8]=1)#[CH:13]. Given the reactants [CH3:1][O:2][C:3]1([C:6]2[CH:11]=[CH:10][C:9]([C:12]#[C:13][Si](C)(C)C)=[CH:8][CH:7]=2)[CH2:5][CH2:4]1.C(=O)([O-])[O-].[K+].[K+], predict the reaction product. (5) Given the reactants N1(CCS(N2CCC(C3[C:25]4[C:20](=[C:21]([C:31](N)=[O:32])[CH:22]=[C:23](C5C=CSC=5)[CH:24]=4)NC=3)CC2)(=O)=O)CCCC1.Br[C:35]1[CH:36]=[C:37]2[C:41](=[C:42]([C:44]([NH2:46])=[O:45])[CH:43]=1)[NH:40][CH:39]=[C:38]2[CH:47]1[CH2:52][CH2:51][N:50]([S:53]([CH2:56][CH2:57][CH2:58][N:59]([CH3:61])[CH3:60])(=[O:55])=[O:54])[CH2:49][CH2:48]1.OCC1C=C(B(O)O)C=CC=1.C(=O)([O-])[O-].[Cs+].[Cs+], predict the reaction product. The product is: [CH3:60][N:59]([CH3:61])[CH2:58][CH2:57][CH2:56][S:53]([N:50]1[CH2:49][CH2:48][CH:47]([C:38]2[C:37]3[C:41](=[C:42]([C:44]([NH2:46])=[O:45])[CH:43]=[C:35]([C:25]4[CH:24]=[CH:23][CH:22]=[C:21]([CH2:31][OH:32])[CH:20]=4)[CH:36]=3)[NH:40][CH:39]=2)[CH2:52][CH2:51]1)(=[O:55])=[O:54]. (6) The product is: [CH3:26][O:25][C:19]1[CH:18]=[C:17]([CH2:16][C@H:15]([CH3:27])[C@H:14]([CH3:28])[CH2:13][C:7]2[CH:8]=[CH:9][C:10]([O:11][CH3:12])=[C:5]([O:4][CH2:3][CH2:2][N:38]3[CH:39]=[C:35]([N+:32]([O-:34])=[O:33])[N:36]=[CH:37]3)[CH:6]=2)[CH:22]=[CH:21][C:20]=1[O:23][CH3:24]. Given the reactants Br[CH2:2][CH2:3][O:4][C:5]1[CH:6]=[C:7]([CH2:13][C@@H:14]([CH3:28])[C@@H:15]([CH3:27])[CH2:16][C:17]2[CH:22]=[CH:21][C:20]([O:23][CH3:24])=[C:19]([O:25][CH3:26])[CH:18]=2)[CH:8]=[CH:9][C:10]=1[O:11][CH3:12].C[O-].[Na+].[N+:32]([C:35]1[N:36]=[CH:37][NH:38][CH:39]=1)([O-:34])=[O:33], predict the reaction product. (7) The product is: [Cl:17][C:18]1[CH:19]=[C:20]([NH:1][C:2]2[CH:3]=[C:4]([CH:14]=[CH:15][CH:16]=2)[C:5]([NH:7][C:8]2[CH:13]=[CH:12][CH:11]=[CH:10][CH:9]=2)=[O:6])[CH:21]=[C:22]([Cl:24])[CH:23]=1. Given the reactants [NH2:1][C:2]1[CH:3]=[C:4]([CH:14]=[CH:15][CH:16]=1)[C:5]([NH:7][C:8]1[CH:13]=[CH:12][CH:11]=[CH:10][CH:9]=1)=[O:6].[Cl:17][C:18]1[CH:19]=[C:20](I)[CH:21]=[C:22]([Cl:24])[CH:23]=1.C(N1CCOCC1)C.Cl, predict the reaction product. (8) Given the reactants [Cl:1][C:2]1[C:11]2[C:10](=O)[NH:9][C:8]([C:13]3[CH:18]=[CH:17][N:16]=[CH:15][CH:14]=3)=[N:7][C:6]=2[CH:5]=[N:4][CH:3]=1.C(N(CC)CC)C.C(C1C=C(C(C)C)C=C(C(C)C)C=1S(Cl)(=O)=O)(C)C.[C:45]([N:52]1[CH2:57][CH2:56][NH:55][CH2:54][CH2:53]1)([O:47][C:48]([CH3:51])([CH3:50])[CH3:49])=[O:46], predict the reaction product. The product is: [C:48]([O:47][C:45]([N:52]1[CH2:57][CH2:56][N:55]([C:10]2[C:11]3[C:2]([Cl:1])=[CH:3][N:4]=[CH:5][C:6]=3[N:7]=[C:8]([C:13]3[CH:18]=[CH:17][N:16]=[CH:15][CH:14]=3)[N:9]=2)[CH2:54][CH2:53]1)=[O:46])([CH3:51])([CH3:49])[CH3:50]. (9) Given the reactants [CH3:1][C@H:2]1[CH2:7][CH2:6][CH2:5][CH2:4][N:3]1[C:8]1[C:9](OS(C(F)(F)F)(=O)=O)=[N:10][C:11]2[C:16]([N:17]=1)=[CH:15][C:14]([C:18]([O:20][CH3:21])=[O:19])=[CH:13][CH:12]=2.[F:30][C:31]1[CH:32]=[CH:33][C:34]2[O:38][C:37](B(O)O)=[CH:36][C:35]=2[CH:42]=1.[O-]P([O-])([O-])=O.[K+].[K+].[K+], predict the reaction product. The product is: [F:30][C:31]1[CH:32]=[CH:33][C:34]2[O:38][C:37]([C:9]3[C:8]([N:3]4[CH2:4][CH2:5][CH2:6][CH2:7][C@@H:2]4[CH3:1])=[N:17][C:16]4[C:11](=[CH:12][CH:13]=[C:14]([C:18]([O:20][CH3:21])=[O:19])[CH:15]=4)[N:10]=3)=[CH:36][C:35]=2[CH:42]=1.